Dataset: Full USPTO retrosynthesis dataset with 1.9M reactions from patents (1976-2016). Task: Predict the reactants needed to synthesize the given product. (1) Given the product [Cl:1][C:2]1[C:3]([NH:25][C:26]23[C:32]([CH3:33])([CH3:34])[C:29]([CH3:35])([CH2:30][CH2:31]2)[CH:28]([OH:36])[CH2:27]3)=[C:4]2[N:10]=[C:9]([C:11]3[CH:16]=[CH:15][C:14]([N:17]4[CH2:22][CH2:21][O:20][CH2:19][CH2:18]4)=[CH:13][C:12]=3[O:23][CH3:24])[NH:8][C:5]2=[N:6][CH:7]=1, predict the reactants needed to synthesize it. The reactants are: [Cl:1][C:2]1[C:3]([NH:25][C:26]23[C:32]([CH3:34])([CH3:33])[C:29]([CH3:35])([CH2:30][CH2:31]2)[C:28](=[O:36])[CH2:27]3)=[C:4]2[N:10]=[C:9]([C:11]3[CH:16]=[CH:15][C:14]([N:17]4[CH2:22][CH2:21][O:20][CH2:19][CH2:18]4)=[CH:13][C:12]=3[O:23][CH3:24])[NH:8][C:5]2=[N:6][CH:7]=1.C(O)C.[BH4-].[Na+]. (2) Given the product [CH2:1]([N:4]1[C:8]([B:18]2[O:22][C:21]([CH3:24])([CH3:23])[C:20]([CH3:26])([CH3:25])[O:19]2)=[CH:7][CH:6]=[N:5]1)[CH2:2][CH3:3], predict the reactants needed to synthesize it. The reactants are: [CH2:1]([N:4]1[CH:8]=[CH:7][CH:6]=[N:5]1)[CH2:2][CH3:3].[Li]CCCC.C(O[B:18]1[O:22][C:21]([CH3:24])([CH3:23])[C:20]([CH3:26])([CH3:25])[O:19]1)(C)C. (3) Given the product [Cl:1][C:2]1[C:11]2[N:12]=[C:13]([CH2:14][O:15][CH2:16][CH3:17])[N:19]([CH2:20][CH2:21][CH2:22][C:23]#[CH:24])[C:10]=2[C:9]2[CH:8]=[CH:7][CH:6]=[CH:5][C:4]=2[N:3]=1, predict the reactants needed to synthesize it. The reactants are: [Cl:1][C:2]1[C:11]([NH:12][C:13](=O)[CH2:14][O:15][CH2:16][CH3:17])=[C:10]([NH:19][CH2:20][CH2:21][CH2:22][C:23]#[CH:24])[C:9]2[C:4](=[CH:5][CH:6]=[CH:7][CH:8]=2)[N:3]=1.C(=O)([O-])[O-].[K+].[K+].